This data is from Full USPTO retrosynthesis dataset with 1.9M reactions from patents (1976-2016). The task is: Predict the reactants needed to synthesize the given product. Given the product [CH:35]([O:38][CH2:39][CH2:40][NH:41][S:29]([NH:32][C:33](=[O:34])[O:27][CH2:26][CH2:25][CH2:24][C:14]1[CH:15]=[CH:16][C:17]([O:19][CH2:20][CH2:21][O:22][CH3:23])=[CH:18][C:13]=1[O:12][C:3]1[C:2]([Cl:1])=[CH:7][C:6]([C:8]([F:9])([F:11])[F:10])=[CH:5][N:4]=1)(=[O:31])=[O:30])([CH3:37])[CH3:36], predict the reactants needed to synthesize it. The reactants are: [Cl:1][C:2]1[C:3]([O:12][C:13]2[CH:18]=[C:17]([O:19][CH2:20][CH2:21][O:22][CH3:23])[CH:16]=[CH:15][C:14]=2[CH2:24][CH2:25][CH2:26][OH:27])=[N:4][CH:5]=[C:6]([C:8]([F:11])([F:10])[F:9])[CH:7]=1.Cl[S:29]([N:32]=[C:33]=[O:34])(=[O:31])=[O:30].[CH:35]([O:38][CH2:39][CH2:40][NH2:41])([CH3:37])[CH3:36].Cl.